This data is from Catalyst prediction with 721,799 reactions and 888 catalyst types from USPTO. The task is: Predict which catalyst facilitates the given reaction. (1) Reactant: [NH2:1][C@@H:2]([CH3:19])[CH2:3][N:4]1[CH:8]=[CH:7][C:6]([C:9]2[CH:16]=[CH:15][C:12]([C:13]#[N:14])=[C:11]([Cl:17])[C:10]=2[CH3:18])=[N:5]1.[CH3:20][C:21]1[O:25][N:24]=[C:23]([C:26](O)=[O:27])[CH:22]=1.C1C=CC2N(O)N=NC=2C=1.CCN(C(C)C)C(C)C.CCN=C=NCCCN(C)C. Product: [Cl:17][C:11]1[C:10]([CH3:18])=[C:9]([C:6]2[CH:7]=[CH:8][N:4]([CH2:3][C@@H:2]([NH:1][C:26]([C:23]3[CH:22]=[C:21]([CH3:20])[O:25][N:24]=3)=[O:27])[CH3:19])[N:5]=2)[CH:16]=[CH:15][C:12]=1[C:13]#[N:14]. The catalyst class is: 2. (2) Reactant: C(=O)([O-])[O-].[K+].[K+].[OH-].[Na+].C(OC(OC(C)(C)C)=O)(OC(C)(C)C)=O.C(N(CC)C(C)C)(C)C.[C:33](Cl)(=[O:36])[CH2:34][CH3:35].[Br:38][C:39]1[CH:44]=[CH:43][C:42]([N:45]2[C:49]([CH2:50][CH:51]3[CH2:54][N:53]([C:55](=[O:58])[CH2:56][CH3:57])[CH2:52]3)=[N:48][NH:47][C:46]2=[O:59])=[C:41]([F:60])[CH:40]=1. Product: [Br:38][C:39]1[CH:44]=[CH:43][C:42]([N:45]2[C:49]([CH2:50][CH:51]3[CH2:52][N:53]([C:55](=[O:58])[CH2:56][CH3:57])[CH2:54]3)=[N:48][N:47]([C:33](=[O:36])[CH2:34][CH3:35])[C:46]2=[O:59])=[C:41]([F:60])[CH:40]=1. The catalyst class is: 46.